This data is from Full USPTO retrosynthesis dataset with 1.9M reactions from patents (1976-2016). The task is: Predict the reactants needed to synthesize the given product. (1) The reactants are: Br[C:2]1[S:3][CH:4]=[CH:5][N:6]=1.C([Mg]Cl)(C)C.[C:12]([C:15]1[CH:24]=[CH:23][C:18]([C:19]([O:21][CH3:22])=[O:20])=[CH:17][CH:16]=1)(=[O:14])[CH3:13]. Given the product [OH:14][C:12]([C:15]1[CH:24]=[CH:23][C:18]([C:19]([O:21][CH3:22])=[O:20])=[CH:17][CH:16]=1)([C:4]1[S:3][CH:2]=[N:6][CH:5]=1)[CH3:13], predict the reactants needed to synthesize it. (2) Given the product [CH3:29][O:28][C:18]1[CH:17]=[C:16]([NH:12][C:10]2[N:11]=[C:5]3[CH:4]=[C:3]([C:2]([F:13])([F:1])[F:14])[CH:8]=[CH:7][N:6]3[N:9]=2)[CH:21]=[CH:20][C:19]=1[N:22]1[CH:26]=[C:25]([CH3:27])[N:24]=[CH:23]1, predict the reactants needed to synthesize it. The reactants are: [F:1][C:2]([F:14])([F:13])[C:3]1[CH:8]=[CH:7][N:6]2[N:9]=[C:10]([NH2:12])[N:11]=[C:5]2[CH:4]=1.Br[C:16]1[CH:21]=[CH:20][C:19]([N:22]2[CH:26]=[C:25]([CH3:27])[N:24]=[CH:23]2)=[C:18]([O:28][CH3:29])[CH:17]=1.C(Cl)Cl. (3) Given the product [Br:3][C:4]1[CH:12]=[C:11]2[C:7]([CH2:8][C:9](=[O:13])[NH:10]2)=[CH:6][C:5]=1[C:14]([NH:22][CH3:26])=[O:16], predict the reactants needed to synthesize it. The reactants are: CN.[Br:3][C:4]1[CH:12]=[C:11]2[C:7]([CH2:8][C:9](=[O:13])[NH:10]2)=[CH:6][C:5]=1[C:14]([OH:16])=O.F[B-](F)(F)F.[N:22]1(OC(N(C)C)=[N+](C)C)[C:26]2C=CC=CC=2N=N1.O.ON1C2C=CC=CC=2N=N1.C(N(C(C)C)CC)(C)C.C(=O)(O)[O-].[Na+]. (4) Given the product [I:1][C:2]1[CH:7]=[CH:6][C:5]([C:8]2[O:12][C:11]([CH2:13][C:14]([NH:20][CH3:19])=[O:16])=[N:10][N:9]=2)=[CH:4][CH:3]=1, predict the reactants needed to synthesize it. The reactants are: [I:1][C:2]1[CH:7]=[CH:6][C:5]([C:8]2[O:12][C:11]([CH2:13][C:14]([OH:16])=O)=[N:10][N:9]=2)=[CH:4][CH:3]=1.CN.[CH3:19][N:20](C(ON1N=NC2C=CC=NC1=2)=[N+](C)C)C.F[P-](F)(F)(F)(F)F.CCN(C(C)C)C(C)C. (5) The reactants are: [C:1]1([C:12]([OH:14])=O)[CH:2]=[CH:3][CH:4]=[C:5]2[CH2:11][CH2:10][CH2:9][CH:8]=[CH:7][C:6]=12.Cl.C(N=C=NCCCN(C)C)C.O.ON1C2C=CC=CC=2N=N1.[NH2:38][CH:39]([CH2:49][C:50]1[CH:55]=[CH:54][C:53]([C:56]([F:62])([F:61])[C:57]([CH3:60])([CH3:59])[CH3:58])=[CH:52][CH:51]=1)[CH:40]([C:42]1[CH:47]=[CH:46][CH:45]=[C:44]([Cl:48])[CH:43]=1)[OH:41]. Given the product [Cl:48][C:44]1[CH:43]=[C:42]([CH:40]([OH:41])[CH:39]([NH:38][C:12]([C:1]2[CH:2]=[CH:3][CH:4]=[C:5]3[CH2:11][CH2:10][CH2:9][CH:8]=[CH:7][C:6]=23)=[O:14])[CH2:49][C:50]2[CH:55]=[CH:54][C:53]([C:56]([F:62])([F:61])[C:57]([CH3:60])([CH3:58])[CH3:59])=[CH:52][CH:51]=2)[CH:47]=[CH:46][CH:45]=1, predict the reactants needed to synthesize it. (6) Given the product [Cl:1][C:2]1[CH:7]=[CH:6][C:5]([C:8]2[CH2:13][C:12]([CH3:14])([CH3:15])[CH2:11][CH2:10][C:9]=2[CH2:16][N:17]2[CH2:22][CH2:21][NH:20][CH2:19][CH:18]2[CH3:30])=[CH:4][CH:3]=1, predict the reactants needed to synthesize it. The reactants are: [Cl:1][C:2]1[CH:7]=[CH:6][C:5]([C:8]2[CH2:13][C:12]([CH3:15])([CH3:14])[CH2:11][CH2:10][C:9]=2[CH2:16][N:17]2[CH2:22][CH2:21][N:20](C(OC(C)(C)C)=O)[CH2:19][CH:18]2[CH3:30])=[CH:4][CH:3]=1.Cl. (7) Given the product [CH:16](/[N:11]([CH2:12][CH:13]([CH3:15])[CH3:14])[CH2:7][CH:8]([CH3:10])[CH3:9])=[CH:17]\[CH2:18][CH3:19], predict the reactants needed to synthesize it. The reactants are: C(=O)([O-])[O-].[K+].[K+].[CH2:7]([NH:11][CH2:12][CH:13]([CH3:15])[CH3:14])[CH:8]([CH3:10])[CH3:9].[CH:16](=O)[CH2:17][CH2:18][CH3:19]. (8) Given the product [Br:8][C:5]1[CH:6]=[CH:7][C:2]([CH:10]([CH2:25][C:24]([CH3:27])([S@@:22]([NH2:21])=[O:23])[CH3:26])[CH:11]2[CH2:32][CH2:28][CH2:29][CH2:13][CH2:12]2)=[CH:3][CH:4]=1, predict the reactants needed to synthesize it. The reactants are: Br[C:2]1[CH:7]=[CH:6][C:5]([Br:8])=[CH:4][CH:3]=1.[Li][CH2:10][CH2:11][CH2:12][CH3:13].C1(/C=[N:21]/[S@:22]([C:24]([CH3:27])([CH3:26])[CH3:25])=[O:23])CCCCC1.[CH2:28]1[CH2:32]OC[CH2:29]1. (9) The reactants are: CN(C)C(=O)C.[Br:7][C:8]1[CH:13]=[C:12]([Cl:14])[CH:11]=[CH:10][C:9]=1F.C(=O)([O-])[O-].[Cs+].[Cs+].[NH:22]1[CH:26]=[CH:25][CH:24]=[N:23]1. Given the product [Br:7][C:8]1[CH:13]=[C:12]([Cl:14])[CH:11]=[CH:10][C:9]=1[N:22]1[CH:26]=[CH:25][CH:24]=[N:23]1, predict the reactants needed to synthesize it. (10) Given the product [F:21][C:22]1[N:23]=[CH:24][C:25]([C:2]2[N:3]=[C:4]([N:15]3[CH2:20][CH2:19][O:18][CH2:17][CH2:16]3)[C:5]3[S:10][C:9]([C:11]([OH:14])([CH3:13])[CH3:12])=[CH:8][C:6]=3[N:7]=2)=[CH:26][CH:27]=1, predict the reactants needed to synthesize it. The reactants are: Cl[C:2]1[N:3]=[C:4]([N:15]2[CH2:20][CH2:19][O:18][CH2:17][CH2:16]2)[C:5]2[S:10][C:9]([C:11]([OH:14])([CH3:13])[CH3:12])=[CH:8][C:6]=2[N:7]=1.[F:21][C:22]1[CH:27]=[CH:26][C:25](B(O)O)=[CH:24][N:23]=1.